From a dataset of Forward reaction prediction with 1.9M reactions from USPTO patents (1976-2016). Predict the product of the given reaction. (1) Given the reactants [N+:1]([C:4]1[CH:5]=[C:6]([CH2:10][C:11]([NH:13][C@H:14]([C:16]([OH:18])=O)[CH3:15])=[O:12])[CH:7]=[CH:8][CH:9]=1)([O-:3])=[O:2].[NH2:19][C@@H:20]([CH:29]([O:31][C:32]([CH3:35])([CH3:34])[CH3:33])[CH3:30])[C:21]([N:23]1[CH2:28][CH2:27][O:26][CH2:25][CH2:24]1)=[O:22].C(N[C@H](C(O)=O)[C@@H](C)OC(C)(C)C)(OC(C)(C)C)=O.N1CCOCC1, predict the reaction product. The product is: [N+:1]([C:4]1[CH:5]=[C:6]([CH2:10][C:11]([NH:13][C@H:14]([C:16]([NH:19][C@@H:20]([CH:29]([O:31][C:32]([CH3:33])([CH3:35])[CH3:34])[CH3:30])[C:21]([N:23]2[CH2:28][CH2:27][O:26][CH2:25][CH2:24]2)=[O:22])=[O:18])[CH3:15])=[O:12])[CH:7]=[CH:8][CH:9]=1)([O-:3])=[O:2]. (2) Given the reactants [CH:1]1([NH:6][C:7]2[N:12]=[C:11]([NH:13][C:14]3[CH:15]=[N:16][C:17]([O:20][CH3:21])=[CH:18][CH:19]=3)[C:10]([C:22]3[N:27]=[C:26]([CH3:28])[N:25]=[C:24](SC)[N:23]=3)=[CH:9][N:8]=2)[CH2:5][CH2:4][CH2:3][CH2:2]1.[NH3:31], predict the reaction product. The product is: [NH2:31][C:24]1[N:25]=[C:26]([CH3:28])[N:27]=[C:22]([C:10]2[C:11]([NH:13][C:14]3[CH:15]=[N:16][C:17]([O:20][CH3:21])=[CH:18][CH:19]=3)=[N:12][C:7]([NH:6][CH:1]3[CH2:5][CH2:4][CH2:3][CH2:2]3)=[N:8][CH:9]=2)[N:23]=1.